From a dataset of Merck oncology drug combination screen with 23,052 pairs across 39 cell lines. Regression. Given two drug SMILES strings and cell line genomic features, predict the synergy score measuring deviation from expected non-interaction effect. (1) Drug 1: COc1cc(C2c3cc4c(cc3C(OC3OC5COC(C)OC5C(O)C3O)C3COC(=O)C23)OCO4)cc(OC)c1O. Drug 2: C=CCn1c(=O)c2cnc(Nc3ccc(N4CCN(C)CC4)cc3)nc2n1-c1cccc(C(C)(C)O)n1. Cell line: LOVO. Synergy scores: synergy=9.20. (2) Drug 1: Cn1nnc2c(C(N)=O)ncn2c1=O. Drug 2: COC1CC2CCC(C)C(O)(O2)C(=O)C(=O)N2CCCCC2C(=O)OC(C(C)CC2CCC(OP(C)(C)=O)C(OC)C2)CC(=O)C(C)C=C(C)C(O)C(OC)C(=O)C(C)CC(C)C=CC=CC=C1C. Cell line: NCIH1650. Synergy scores: synergy=-7.12.